The task is: Predict the product of the given reaction.. This data is from Forward reaction prediction with 1.9M reactions from USPTO patents (1976-2016). Given the reactants [CH:1]1([CH2:4][NH:5][CH2:6][CH2:7][C:8]([NH:10][CH3:11])=[O:9])[CH2:3][CH2:2]1.[Br:12][C:13]1[C:14](N(C(CC)C)CCC(NC)=O)=[N:15][C:16]([Cl:19])=[N:17][CH:18]=1, predict the reaction product. The product is: [Br:12][C:13]1[C:14]([N:5]([CH2:4][CH:1]2[CH2:2][CH2:3]2)[CH2:6][CH2:7][C:8]([NH:10][CH3:11])=[O:9])=[N:15][C:16]([Cl:19])=[N:17][CH:18]=1.